From a dataset of Peptide-MHC class II binding affinity with 134,281 pairs from IEDB. Regression. Given a peptide amino acid sequence and an MHC pseudo amino acid sequence, predict their binding affinity value. This is MHC class II binding data. (1) The peptide sequence is LTKLAAAWGGSGSEA. The MHC is HLA-DQA10301-DQB10302 with pseudo-sequence HLA-DQA10301-DQB10302. The binding affinity (normalized) is 0.0977. (2) The peptide sequence is IAKVPPGPNITATYG. The MHC is DRB1_0802 with pseudo-sequence DRB1_0802. The binding affinity (normalized) is 0.238. (3) The peptide sequence is AAHSAAFEDLRVSSY. The MHC is DRB3_0202 with pseudo-sequence DRB3_0202. The binding affinity (normalized) is 0.0881. (4) The peptide sequence is MTEQQWNFAGIEAAA. The MHC is DRB1_0405 with pseudo-sequence DRB1_0405. The binding affinity (normalized) is 0.261. (5) The peptide sequence is RIVVPCREQDELIGR. The MHC is HLA-DQA10501-DQB10303 with pseudo-sequence HLA-DQA10501-DQB10303. The binding affinity (normalized) is 0.154. (6) The peptide sequence is KDLFNTKSDSIYQ. The MHC is HLA-DPA10201-DPB10501 with pseudo-sequence HLA-DPA10201-DPB10501. The binding affinity (normalized) is 0.